From a dataset of Reaction yield outcomes from USPTO patents with 853,638 reactions. Predict the reaction yield, written as a fraction of the theoretical maximum amount of product (1.0 means a 100% yield; for example, 0.34 means a 34% yield). (1) The reactants are [NH:1]1[CH:5]=[CH:4][N:3]=[C:2]1[CH:6]=O.[C:8]([CH2:10][C:11]([NH:13][CH:14]([C:18]1[CH:23]=[CH:22][C:21]([O:24][CH2:25][O:26][CH3:27])=[CH:20][CH:19]=1)[CH2:15][CH2:16][CH3:17])=[O:12])#[N:9]. The catalyst is C(O)C.O.CCOC(C)=O.CCCCCC. The product is [C:8](/[C:10](=[CH:6]\[C:2]1[NH:1][CH:5]=[CH:4][N:3]=1)/[C:11]([NH:13][CH:14]([C:18]1[CH:19]=[CH:20][C:21]([O:24][CH2:25][O:26][CH3:27])=[CH:22][CH:23]=1)[CH2:15][CH2:16][CH3:17])=[O:12])#[N:9]. The yield is 0.650. (2) The reactants are FC(F)(F)S(O[C:7]1[C:12]([N+:13]([O-:15])=[O:14])=[CH:11][C:10]([CH:16]=[O:17])=[CH:9][C:8]=1[O:18][CH2:19][CH3:20])(=O)=O.[I-:23].[Na+].CCOC(C)=O. The catalyst is CS(C)=O. The product is [CH2:19]([O:18][C:8]1[CH:9]=[C:10]([CH:11]=[C:12]([N+:13]([O-:15])=[O:14])[C:7]=1[I:23])[CH:16]=[O:17])[CH3:20]. The yield is 0.910.